Dataset: NCI-60 drug combinations with 297,098 pairs across 59 cell lines. Task: Regression. Given two drug SMILES strings and cell line genomic features, predict the synergy score measuring deviation from expected non-interaction effect. (1) Drug 1: CNC(=O)C1=CC=CC=C1SC2=CC3=C(C=C2)C(=NN3)C=CC4=CC=CC=N4. Drug 2: CC1=C(C(=O)C2=C(C1=O)N3CC4C(C3(C2COC(=O)N)OC)N4)N. Cell line: HCT116. Synergy scores: CSS=47.9, Synergy_ZIP=-4.80, Synergy_Bliss=-8.15, Synergy_Loewe=-20.2, Synergy_HSA=-5.42. (2) Drug 1: C1CCN(CC1)CCOC2=CC=C(C=C2)C(=O)C3=C(SC4=C3C=CC(=C4)O)C5=CC=C(C=C5)O. Drug 2: C1C(C(OC1N2C=NC3=C2NC=NCC3O)CO)O. Cell line: M14. Synergy scores: CSS=3.22, Synergy_ZIP=-0.311, Synergy_Bliss=2.44, Synergy_Loewe=0.343, Synergy_HSA=-0.612. (3) Drug 1: CNC(=O)C1=NC=CC(=C1)OC2=CC=C(C=C2)NC(=O)NC3=CC(=C(C=C3)Cl)C(F)(F)F. Drug 2: CN(CC1=CN=C2C(=N1)C(=NC(=N2)N)N)C3=CC=C(C=C3)C(=O)NC(CCC(=O)O)C(=O)O. Cell line: SF-268. Synergy scores: CSS=23.5, Synergy_ZIP=-2.19, Synergy_Bliss=3.29, Synergy_Loewe=-33.5, Synergy_HSA=-0.602. (4) Drug 1: COC1=CC(=CC(=C1O)OC)C2C3C(COC3=O)C(C4=CC5=C(C=C24)OCO5)OC6C(C(C7C(O6)COC(O7)C8=CC=CS8)O)O. Drug 2: C1=CC(=CC=C1CCCC(=O)O)N(CCCl)CCCl. Cell line: SK-OV-3. Synergy scores: CSS=45.5, Synergy_ZIP=-6.03, Synergy_Bliss=1.36, Synergy_Loewe=1.30, Synergy_HSA=3.89. (5) Drug 1: COC1=C(C=C2C(=C1)N=CN=C2NC3=CC(=C(C=C3)F)Cl)OCCCN4CCOCC4. Drug 2: C1C(C(OC1N2C=NC3=C2NC=NCC3O)CO)O. Cell line: HCT-15. Synergy scores: CSS=33.3, Synergy_ZIP=-10.6, Synergy_Bliss=-0.872, Synergy_Loewe=-23.9, Synergy_HSA=-0.569. (6) Drug 1: CC12CCC3C(C1CCC2=O)CC(=C)C4=CC(=O)C=CC34C. Drug 2: CC(CN1CC(=O)NC(=O)C1)N2CC(=O)NC(=O)C2. Cell line: ACHN. Synergy scores: CSS=45.6, Synergy_ZIP=5.26, Synergy_Bliss=6.08, Synergy_Loewe=8.56, Synergy_HSA=10.5. (7) Drug 1: C1CCC(C1)C(CC#N)N2C=C(C=N2)C3=C4C=CNC4=NC=N3. Drug 2: CCC1(CC2CC(C3=C(CCN(C2)C1)C4=CC=CC=C4N3)(C5=C(C=C6C(=C5)C78CCN9C7C(C=CC9)(C(C(C8N6C=O)(C(=O)OC)O)OC(=O)C)CC)OC)C(=O)OC)O.OS(=O)(=O)O. Cell line: HCC-2998. Synergy scores: CSS=18.1, Synergy_ZIP=0.933, Synergy_Bliss=3.02, Synergy_Loewe=-29.9, Synergy_HSA=-1.26. (8) Drug 1: CC(C1=C(C=CC(=C1Cl)F)Cl)OC2=C(N=CC(=C2)C3=CN(N=C3)C4CCNCC4)N. Drug 2: C1CC(=O)NC(=O)C1N2C(=O)C3=CC=CC=C3C2=O. Cell line: MCF7. Synergy scores: CSS=5.98, Synergy_ZIP=-0.840, Synergy_Bliss=2.79, Synergy_Loewe=-7.72, Synergy_HSA=1.32.